Task: Regression. Given two drug SMILES strings and cell line genomic features, predict the synergy score measuring deviation from expected non-interaction effect.. Dataset: Merck oncology drug combination screen with 23,052 pairs across 39 cell lines Drug 1: O=C(CCCCCCC(=O)Nc1ccccc1)NO. Drug 2: C#Cc1cccc(Nc2ncnc3cc(OCCOC)c(OCCOC)cc23)c1. Cell line: HCT116. Synergy scores: synergy=-0.629.